From a dataset of Reaction yield outcomes from USPTO patents with 853,638 reactions. Predict the reaction yield, written as a fraction of the theoretical maximum amount of product (1.0 means a 100% yield; for example, 0.34 means a 34% yield). (1) The reactants are [C:1]([C:5]1[CH:13]=[CH:12][C:8]([C:9](Cl)=[O:10])=[CH:7][CH:6]=1)([CH3:4])([CH3:3])[CH3:2].[NH2:14][C:15]1[C:31]([O:32][CH3:33])=[CH:30][CH:29]=[CH:28][C:16]=1[C:17]([NH:19][C:20]1[CH:25]=[CH:24][C:23]([O:26][CH3:27])=[CH:22][CH:21]=1)=[O:18]. No catalyst specified. The product is [C:1]([C:5]1[CH:13]=[CH:12][C:8]([C:9]([NH:14][C:15]2[C:31]([O:32][CH3:33])=[CH:30][CH:29]=[CH:28][C:16]=2[C:17]([NH:19][C:20]2[CH:21]=[CH:22][C:23]([O:26][CH3:27])=[CH:24][CH:25]=2)=[O:18])=[O:10])=[CH:7][CH:6]=1)([CH3:4])([CH3:3])[CH3:2]. The yield is 0.570. (2) The reactants are CON(C)[C:4](=[O:18])[CH:5]([O:16][CH3:17])[C:6]1[CH:15]=[CH:14][C:9]2[N:10]([CH3:13])[N:11]=[N:12][C:8]=2[CH:7]=1.[Br:20][C:21]1[C:26]([O:27][CH3:28])=[CH:25][C:24]([C:29]2[O:30][CH:31]=[CH:32][CH:33]=2)=[CH:23][C:22]=1[O:34][CH3:35]. No catalyst specified. The product is [Br:20][C:21]1[C:22]([O:34][CH3:35])=[CH:23][C:24]([C:29]2[O:30][C:31]([C:4](=[O:18])[CH:5]([O:16][CH3:17])[C:6]3[CH:15]=[CH:14][C:9]4[N:10]([CH3:13])[N:11]=[N:12][C:8]=4[CH:7]=3)=[CH:32][CH:33]=2)=[CH:25][C:26]=1[O:27][CH3:28]. The yield is 0.340. (3) The reactants are Br[C:2]1[CH:7]=[CH:6][CH:5]=[C:4]([Br:8])[N:3]=1.[F:9][C:10]1[CH:15]=[CH:14][C:13](B(O)O)=[C:12]([CH3:19])[CH:11]=1.C(=O)([O-])[O-].[Tl+2]. The catalyst is C1(C)C=CC=CC=1.C(Cl)Cl.CCCCCC.C1C=CC([P]([Pd]([P](C2C=CC=CC=2)(C2C=CC=CC=2)C2C=CC=CC=2)([P](C2C=CC=CC=2)(C2C=CC=CC=2)C2C=CC=CC=2)[P](C2C=CC=CC=2)(C2C=CC=CC=2)C2C=CC=CC=2)(C2C=CC=CC=2)C2C=CC=CC=2)=CC=1. The product is [Br:8][C:4]1[CH:5]=[CH:6][CH:7]=[C:2]([C:13]2[CH:14]=[CH:15][C:10]([F:9])=[CH:11][C:12]=2[CH3:19])[N:3]=1. The yield is 0.740. (4) The yield is 0.970. The catalyst is CCO.O. The product is [Br:10][C:11]1[CH:18]=[CH:17][C:14](/[CH:15]=[CH:2]/[C:1]([C:4]2[CH:9]=[CH:8][CH:7]=[CH:6][CH:5]=2)=[O:3])=[CH:13][CH:12]=1. The reactants are [C:1]([C:4]1[CH:9]=[CH:8][CH:7]=[CH:6][CH:5]=1)(=[O:3])[CH3:2].[Br:10][C:11]1[CH:18]=[CH:17][C:14]([CH:15]=O)=[CH:13][CH:12]=1.[OH-].[K+]. (5) The reactants are C([S-])C.[Na+].[C:5]([O:9][C:10]([N:12]1[CH2:16][CH2:15][C@@H:14]([C:17]2[CH:22]=[CH:21][C:20]([Br:23])=[CH:19][C:18]=2[O:24]C)[CH2:13]1)=[O:11])([CH3:8])([CH3:7])[CH3:6].OS([O-])(=O)=O.[K+].[O-]S([O-])(=O)=O.[Na+].[Na+].O. The catalyst is CN(C=O)C. The product is [C:5]([O:9][C:10]([N:12]1[CH2:16][CH2:15][C@@H:14]([C:17]2[CH:22]=[CH:21][C:20]([Br:23])=[CH:19][C:18]=2[OH:24])[CH2:13]1)=[O:11])([CH3:8])([CH3:6])[CH3:7]. The yield is 0.810. (6) The reactants are [C:1]([C:3]1[CH:4]=[C:5]([CH:20]=[CH:21][CH:22]=1)[CH2:6][CH:7]1[CH2:12][CH2:11][N:10]([C:13]([O:15][C:16]([CH3:19])([CH3:18])[CH3:17])=[O:14])[CH2:9][CH2:8]1)#[N:2].[OH-:23].[Na+].[CH:25]1(Br)[CH2:29][CH2:28][CH2:27][CH2:26]1. The catalyst is S([O-])(O)(=O)=O.C([N+](CCCC)(CCCC)CCCC)CCC.C1(C)C=CC=CC=1. The product is [CH:25]1([NH:2][C:1]([C:3]2[CH:4]=[C:5]([CH:20]=[CH:21][CH:22]=2)[CH2:6][CH:7]2[CH2:8][CH2:9][N:10]([C:13]([O:15][C:16]([CH3:17])([CH3:18])[CH3:19])=[O:14])[CH2:11][CH2:12]2)=[O:23])[CH2:29][CH2:28][CH2:27][CH2:26]1. The yield is 0.830. (7) The reactants are [Cl:1][C:2]1[CH:3]=[CH:4][C:5]([C:23]([O:25]C)=O)=[C:6]2[C:10]=1[N:9]=[C:8]1[N:11]([C:15]3[CH:20]=[CH:19][C:18]([Cl:21])=[CH:17][C:16]=3[Cl:22])[CH2:12][CH2:13][CH2:14][N:7]21.[CH2:27]([Mg]Br)[CH2:28][CH3:29].O1C[CH2:35][CH2:34][CH2:33]1. No catalyst specified. The product is [Cl:1][C:2]1[C:10]2[N:9]=[C:8]3[N:11]([C:15]4[CH:20]=[CH:19][C:18]([Cl:21])=[CH:17][C:16]=4[Cl:22])[CH2:12][CH2:13][CH2:14][N:7]3[C:6]=2[C:5]([C:23]([OH:25])([CH2:33][CH2:34][CH3:35])[CH2:27][CH2:28][CH3:29])=[CH:4][CH:3]=1. The yield is 0.260.